From a dataset of TCR-epitope binding with 47,182 pairs between 192 epitopes and 23,139 TCRs. Binary Classification. Given a T-cell receptor sequence (or CDR3 region) and an epitope sequence, predict whether binding occurs between them. (1) The epitope is RPHERNGFTVL. Result: 1 (the TCR binds to the epitope). The TCR CDR3 sequence is CASSGDPEHGYNYGYTF. (2) The epitope is FVDGVPFVV. The TCR CDR3 sequence is CASSRRDRDTEAFF. Result: 1 (the TCR binds to the epitope). (3) The epitope is CTELKLSDY. The TCR CDR3 sequence is CASSLIGVSSYNEQFF. Result: 0 (the TCR does not bind to the epitope). (4) The epitope is FLPRVFSAV. The TCR CDR3 sequence is CASTTLDTQYF. Result: 0 (the TCR does not bind to the epitope). (5) Result: 0 (the TCR does not bind to the epitope). The TCR CDR3 sequence is CASSLGPAGNTEAFF. The epitope is VSFIEFVGW. (6) The epitope is CTELKLSDY. The TCR CDR3 sequence is CATSMGGEAFF. Result: 0 (the TCR does not bind to the epitope). (7) The epitope is KLGGALQAK. The TCR CDR3 sequence is CASRESNTEAFF. Result: 1 (the TCR binds to the epitope). (8) The epitope is TPQDLNTML. The TCR CDR3 sequence is CASSPVGGSAYEQYF. Result: 1 (the TCR binds to the epitope). (9) The epitope is NLVPMVATV. The TCR CDR3 sequence is CASSSDRGGSPLHF. Result: 1 (the TCR binds to the epitope). (10) The epitope is FTISVTTEIL. The TCR CDR3 sequence is CASSQDGRTYGYTF. Result: 0 (the TCR does not bind to the epitope).